This data is from Catalyst prediction with 721,799 reactions and 888 catalyst types from USPTO. The task is: Predict which catalyst facilitates the given reaction. (1) Reactant: [CH2:1]([N:8](C(OC(C)(C)C)=O)[CH2:9][CH2:10][C:11]1[CH:16]=[CH:15][C:14]([S:17]([C:20]2[CH:25]=[CH:24][C:23]([CH2:26][C:27]([O:29][C:30](C)(C)[CH3:31])=[O:28])=[CH:22][CH:21]=2)(=[O:19])=[O:18])=[CH:13][CH:12]=1)[C:2]1[CH:7]=[CH:6][CH:5]=[CH:4][CH:3]=1.FC(F)(F)C(O)=O. Product: [CH2:1]([NH:8][CH2:9][CH2:10][C:11]1[CH:16]=[CH:15][C:14]([S:17]([C:20]2[CH:21]=[CH:22][C:23]([CH2:26][C:27]([O:29][CH2:30][CH3:31])=[O:28])=[CH:24][CH:25]=2)(=[O:19])=[O:18])=[CH:13][CH:12]=1)[C:2]1[CH:7]=[CH:6][CH:5]=[CH:4][CH:3]=1. The catalyst class is: 4. (2) Reactant: C([O:8][CH2:9][CH2:10][CH2:11][O:12][C:13]1[CH:18]=[CH:17][C:16]([C:19]2[CH:20]=[C:21]([C:32]3[CH:37]=[CH:36][C:35]([O:38][CH2:39][CH2:40][O:41][CH2:42][O:43][CH2:44][CH3:45])=[CH:34][CH:33]=3)[CH:22]=[C:23]([O:25][CH2:26][O:27][CH2:28][CH2:29][O:30][CH3:31])[CH:24]=2)=[CH:15][C:14]=1[F:46])C1C=CC=CC=1.C1C[O:50][CH2:49]C1. Product: [F:46][C:14]1[CH:15]=[C:16]([C:19]2[CH:20]=[C:21]([C:32]3[CH:33]=[CH:34][C:35]([O:38][CH2:39][CH2:40][O:41][CH2:42][O:43][CH2:44][CH2:45][O:50][CH3:49])=[CH:36][CH:37]=3)[CH:22]=[C:23]([O:25][CH2:26][O:27][CH2:28][CH2:29][O:30][CH3:31])[CH:24]=2)[CH:17]=[CH:18][C:13]=1[O:12][CH2:11][CH2:10][CH2:9][OH:8]. The catalyst class is: 45. (3) Reactant: [Cl:1][C:2]1[CH:10]=[C:9]([F:11])[C:8]([F:12])=[CH:7][C:3]=1[C:4]([NH2:6])=O.N1C=CC=CC=1.C(Cl)(=O)C(Cl)=O.O. Product: [Cl:1][C:2]1[CH:10]=[C:9]([F:11])[C:8]([F:12])=[CH:7][C:3]=1[C:4]#[N:6]. The catalyst class is: 9. (4) Reactant: [O:1]=[C:2]1[NH:6][CH2:5][C@@H:4]([C:7]([O:9][CH2:10][C:11]2[CH:16]=[CH:15][CH:14]=[CH:13][CH:12]=2)=[O:8])[N:3]1[C:17]([O:19][CH2:20][C:21]1[CH:26]=[CH:25][CH:24]=[CH:23][CH:22]=1)=[O:18].[O:27](C(OC(C)(C)C)=O)[C:28]([O:30][C:31]([CH3:34])([CH3:33])[CH3:32])=O. Product: [O:1]=[C:2]1[N:3]([C:17]([O:19][CH2:20][C:21]2[CH:26]=[CH:25][CH:24]=[CH:23][CH:22]=2)=[O:18])[C@H:4]([C:7]([O:9][CH2:10][C:11]2[CH:16]=[CH:15][CH:14]=[CH:13][CH:12]=2)=[O:8])[CH2:5][N:6]1[C:28]([O:30][C:31]([CH3:34])([CH3:33])[CH3:32])=[O:27]. The catalyst class is: 79. (5) Reactant: C(OC([N:8]1[CH2:14][CH:13]2[CH:9]1[CH2:10][N:11]([C:15]1[CH:24]=[N:23][C:22]3[C:17](=[CH:18][CH:19]=[CH:20][CH:21]=3)[N:16]=1)[CH2:12]2)=O)(C)(C)C.Cl. Product: [CH:13]12[CH2:14][NH:8][CH:9]1[CH2:10][N:11]([C:15]1[CH:24]=[N:23][C:22]3[C:17](=[CH:18][CH:19]=[CH:20][CH:21]=3)[N:16]=1)[CH2:12]2. The catalyst class is: 346. (6) Reactant: O1CCO[CH:2]1[CH2:6][N:7]([CH2:26][C:27]1[N:28]=[C:29]2[CH:34]=[C:33]([C:35]([F:38])([F:37])[F:36])[CH:32]=[CH:31][N:30]2[CH:39]=1)[C:8]([C:10]1[NH:11][CH:12]=[C:13]([C:15](=[O:25])[C:16]2[C:21]([F:22])=[CH:20][C:19]([F:23])=[CH:18][C:17]=2[F:24])[CH:14]=1)=[O:9].CC#N.O. Product: [F:22][C:21]1[CH:20]=[C:19]([F:23])[CH:18]=[C:17]([F:24])[C:16]=1[C:15]([C:13]1[C:14]2[CH:2]=[CH:6][N:7]([CH2:26][C:27]3[N:28]=[C:29]4[CH:34]=[C:33]([C:35]([F:38])([F:36])[F:37])[CH:32]=[CH:31][N:30]4[CH:39]=3)[C:8](=[O:9])[C:10]=2[NH:11][CH:12]=1)=[O:25]. The catalyst class is: 501. (7) Reactant: C(O)[C@H]1O[C@H](O[C@]2(CO)O[C@H](CO)[C@@H](O)[C@@H]2O)[C@H](O)[C@@H](O)[C@@H]1O.[CH3:24][CH:25]([C:31]([CH3:33])=[O:32])[C:26]([O:28][CH2:29][CH3:30])=[O:27]. Product: [OH:32][CH:31]([CH3:33])[CH:25]([CH3:24])[C:26]([O:28][CH2:29][CH3:30])=[O:27]. The catalyst class is: 6.